This data is from Full USPTO retrosynthesis dataset with 1.9M reactions from patents (1976-2016). The task is: Predict the reactants needed to synthesize the given product. (1) Given the product [Cl:1][C:2]1[C:3]([N:12]2[CH2:17][CH2:16][NH:15][CH2:14][CH2:13]2)=[N:4][CH:5]=[C:6]([CH:10]=1)[C:7]([O-:9])=[O:8].[NH2+:12]1[CH2:17][CH2:16][NH:15][CH2:14][CH2:13]1, predict the reactants needed to synthesize it. The reactants are: [Cl:1][C:2]1[C:3](Cl)=[N:4][CH:5]=[C:6]([CH:10]=1)[C:7]([OH:9])=[O:8].[NH:12]1[CH2:17][CH2:16][NH:15][CH2:14][CH2:13]1.CCN(C(C)C)C(C)C. (2) The reactants are: [NH2:1][C@@H:2]1[C:8](=[O:9])[NH:7][C:6]2[CH:10]=[CH:11][CH:12]=[CH:13][C:5]=2[CH2:4][CH2:3]1.[N:14]([C:21]([O:23][C:24]([CH3:27])([CH3:26])[CH3:25])=[O:22])([CH3:20])[C@H:15]([C:17](O)=[O:18])[CH3:16].O.ON1C2C=CC=CC=2N=N1. Given the product [C:24]([O:23][C:21](=[O:22])[N:14]([CH3:20])[C@H:15]([C:17](=[O:18])[NH:1][C@@H:2]1[C:8](=[O:9])[NH:7][C:6]2[CH:10]=[CH:11][CH:12]=[CH:13][C:5]=2[CH2:4][CH2:3]1)[CH3:16])([CH3:25])([CH3:27])[CH3:26], predict the reactants needed to synthesize it.